From a dataset of Catalyst prediction with 721,799 reactions and 888 catalyst types from USPTO. Predict which catalyst facilitates the given reaction. (1) Reactant: C([O:8]C([NH:11][C@H:12]([C:16]([O:18][CH2:19][CH2:20][O:21][CH2:22][N:23]1[CH:30]=[C:29]([CH3:31])[C:27](=[O:28])[NH:26][C:24]1=[O:25])=[O:17])[CH:13]([CH3:15])[CH3:14])=O)C1C=CC=CC=1.CO.[ClH:34]. Product: [OH2:8].[ClH:34].[NH2:11][C@H:12]([C:16]([O:18][CH2:19][CH2:20][O:21][CH2:22][N:23]1[CH:30]=[C:29]([CH3:31])[C:27](=[O:28])[NH:26][C:24]1=[O:25])=[O:17])[CH:13]([CH3:14])[CH3:15]. The catalyst class is: 304. (2) Reactant: Cl[CH2:2][CH2:3][CH2:4][CH2:5][N:6]1[C:10]2[CH:11]=[CH:12][CH:13]=[CH:14][C:9]=2[N:8]=[N:7]1.[F:15][C:16]([F:30])([F:29])[C:17]1[CH:18]=[C:19]([CH:23]2[CH2:28][CH2:27][NH:26][CH2:25][CH2:24]2)[CH:20]=[CH:21][CH:22]=1.C(N(C(C)C)CC)(C)C.[I-].[K+]. Product: [N:6]1([CH2:5][CH2:4][CH2:3][CH2:2][N:26]2[CH2:27][CH2:28][CH:23]([C:19]3[CH:20]=[CH:21][CH:22]=[C:17]([C:16]([F:15])([F:29])[F:30])[CH:18]=3)[CH2:24][CH2:25]2)[C:10]2[CH:11]=[CH:12][CH:13]=[CH:14][C:9]=2[N:8]=[N:7]1. The catalyst class is: 10. (3) Reactant: [C:1](O)([C:3]([F:6])([F:5])[F:4])=[O:2].[O:8]=[C:9]1[C:29]2[C:24](=[CH:25][CH:26]=[CH:27][CH:28]=2)[C:11]2([CH2:16][CH2:15][N:14](C(OC(C)(C)C)=O)[CH2:13][CH2:12]2)[CH2:10]1.C(N(CC)CC)C.FC(F)(F)C(OC(=O)C(F)(F)F)=O. Product: [F:4][C:3]([F:6])([F:5])[C:1]([N:14]1[CH2:15][CH2:16][C:11]2([C:24]3[C:29](=[CH:28][CH:27]=[CH:26][CH:25]=3)[C:9](=[O:8])[CH2:10]2)[CH2:12][CH2:13]1)=[O:2]. The catalyst class is: 154. (4) Reactant: [H-].[Na+].[C:3](=[O:10])([O:7][CH2:8][CH3:9])OCC.[CH3:11][C:12]1[CH:17]=[C:16]([C:18]([CH3:20])=[O:19])[CH:15]=[CH:14][CH:13]=1. Product: [CH2:8]([O:7][C:3](=[O:10])[CH2:20][C:18](=[O:19])[C:16]1[CH:17]=[C:12]([CH3:11])[CH:13]=[CH:14][CH:15]=1)[CH3:9]. The catalyst class is: 15.